From a dataset of Forward reaction prediction with 1.9M reactions from USPTO patents (1976-2016). Predict the product of the given reaction. (1) The product is: [CH3:1][O:2][C:3]1[CH:25]=[CH:24][C:6]2[C:7]([CH2:18][CH2:19][CH2:20][CH2:21][CH2:22][OH:23])=[C:8]([C:12]3[CH:13]=[CH:14][CH:15]=[CH:16][CH:17]=3)[CH2:9][CH2:10][CH2:11][C:5]=2[CH:4]=1. Given the reactants [CH3:1][O:2][C:3]1[CH:25]=[CH:24][C:6]2[C:7]([C:18]#[C:19][CH2:20][CH2:21][CH2:22][OH:23])=[C:8]([C:12]3[CH:17]=[CH:16][CH:15]=[CH:14][CH:13]=3)[CH2:9][CH2:10][CH2:11][C:5]=2[CH:4]=1.[H][H], predict the reaction product. (2) Given the reactants Br[C:2]1[CH:3]=[CH:4][C:5]([S:8]([CH3:11])(=[O:10])=[O:9])=[N:6][CH:7]=1.C([O-])([O-])=O.[Na+].[Na+].[CH:18]1([CH:24]=[C:25](B2OC(C)(C)C(C)(C)O2)[CH2:26][OH:27])[CH2:23][CH2:22][CH2:21][CH2:20][CH2:19]1.O, predict the reaction product. The product is: [CH:18]1(/[CH:24]=[C:25](\[C:2]2[CH:7]=[N:6][C:5]([S:8]([CH3:11])(=[O:10])=[O:9])=[CH:4][CH:3]=2)/[CH2:26][OH:27])[CH2:23][CH2:22][CH2:21][CH2:20][CH2:19]1. (3) Given the reactants [NH2:1][C:2]1[CH:7]=[CH:6][C:5]([CH2:8][N:9]2[CH2:14][CH2:13][N:12]([C:15]([O:17][C:18]([CH3:21])([CH3:20])[CH3:19])=[O:16])[C@@H:11]([CH3:22])[CH2:10]2)=[CH:4][CH:3]=1.CO[C:25]([CH3:27])=[CH2:26].C(O)(=O)C.C(O[BH-](OC(=O)C)OC(=O)C)(=O)C.[Na+].C([O-])(O)=O.[Na+], predict the reaction product. The product is: [CH3:22][C@H:11]1[CH2:10][N:9]([CH2:8][C:5]2[CH:6]=[CH:7][C:2]([NH:1][CH:25]([CH3:27])[CH3:26])=[CH:3][CH:4]=2)[CH2:14][CH2:13][N:12]1[C:15]([O:17][C:18]([CH3:21])([CH3:20])[CH3:19])=[O:16]. (4) Given the reactants C([O:8][C:9]1[CH:10]=[C:11]2[C:15](=[CH:16][CH:17]=1)[N:14]([CH3:18])[C:13]([C:19]([N:21]1[CH2:26][CH2:25][N:24]([C:27]([O:29][C:30]([CH3:33])([CH3:32])[CH3:31])=[O:28])[CH2:23][CH2:22]1)=[O:20])=[CH:12]2)C1C=CC=CC=1.C(O)C, predict the reaction product. The product is: [OH:8][C:9]1[CH:10]=[C:11]2[C:15](=[CH:16][CH:17]=1)[N:14]([CH3:18])[C:13]([C:19]([N:21]1[CH2:22][CH2:23][N:24]([C:27]([O:29][C:30]([CH3:33])([CH3:32])[CH3:31])=[O:28])[CH2:25][CH2:26]1)=[O:20])=[CH:12]2. (5) Given the reactants [Br:1][C:2]1[CH:3]=[C:4]2[C:10]([CH2:11]O)=[CH:9][N:8]([S:13]([C:16]3[CH:22]=[CH:21][C:19]([CH3:20])=[CH:18][CH:17]=3)(=[O:15])=[O:14])[C:5]2=[N:6][CH:7]=1.S(Cl)([Cl:25])=O, predict the reaction product. The product is: [Br:1][C:2]1[CH:3]=[C:4]2[C:10]([CH2:11][Cl:25])=[CH:9][N:8]([S:13]([C:16]3[CH:22]=[CH:21][C:19]([CH3:20])=[CH:18][CH:17]=3)(=[O:15])=[O:14])[C:5]2=[N:6][CH:7]=1.